From a dataset of Full USPTO retrosynthesis dataset with 1.9M reactions from patents (1976-2016). Predict the reactants needed to synthesize the given product. (1) The reactants are: [Cl-:1].[Cl-].C([Hf:11]([SiH2]C1C=CC=CC=1)([CH:21]1[C:29]2[C:24](=CC=CC=2)[CH:23]=[CH:22]1)[CH:12]1[C:20]2[C:15](=CC=CC=2)[CH:14]=[CH:13]1)CCCCCCC. Given the product [Cl-:1].[Cl-:1].[CH:21]1([Hf+2:11][CH:12]2[CH:20]=[CH:15][CH:14]=[CH:13]2)[CH:22]=[CH:23][CH:24]=[CH:29]1, predict the reactants needed to synthesize it. (2) Given the product [CH:1]1([N:4]([CH3:16])[CH:5]2[CH2:8][NH:7][CH2:6]2)[CH2:3][CH2:2]1, predict the reactants needed to synthesize it. The reactants are: [CH:1]1([N:4]([CH3:16])[CH:5]2[CH2:8][N:7](C(OC(C)(C)C)=O)[CH2:6]2)[CH2:3][CH2:2]1.O1CCOCC1. (3) Given the product [CH:15]1([CH:13]=[CH:14][C:7]2[CH:8]=[CH:9][C:4]([C:3]([O:2][CH3:1])=[O:12])=[C:5]([F:11])[CH:6]=2)[CH2:19][CH2:18][CH2:17][CH2:16]1, predict the reactants needed to synthesize it. The reactants are: [CH3:1][O:2][C:3](=[O:12])[C:4]1[CH:9]=[CH:8][C:7](Br)=[CH:6][C:5]=1[F:11].[C:13]([CH:15]1[CH2:19][CH2:18][CH2:17][CH2:16]1)#[CH:14]. (4) The reactants are: C(O[CH:4](OCC)[CH2:5][N:6]([CH3:8])[CH3:7])C.Cl.[OH-].[K+].[Br:15][C:16]1[CH:21]=[CH:20][C:19]([NH:22][C:23]2[C:24]3[CH:32]=[C:31]([NH:33][C:34](=[O:44])[CH2:35]P(=O)(OCC)OCC)[N:30]=[CH:29][C:25]=3[N:26]=[CH:27][N:28]=2)=[CH:18][C:17]=1[Cl:45].[Li+].[Cl-]. Given the product [Br:15][C:16]1[CH:21]=[CH:20][C:19]([NH:22][C:23]2[C:24]3[CH:32]=[C:31]([NH:33][C:34](=[O:44])/[CH:35]=[CH:4]/[CH2:5][N:6]([CH3:7])[CH3:8])[N:30]=[CH:29][C:25]=3[N:26]=[CH:27][N:28]=2)=[CH:18][C:17]=1[Cl:45], predict the reactants needed to synthesize it. (5) Given the product [C:38]1([P:31]([CH:28]2[CH2:29][CH2:27][CH2:26][N:25]2[CH2:7][O:6][C:5]2[CH:13]=[CH:14][C:2]([CH3:1])=[CH:3][C:4]=2[C:15]([C:17]2[CH:18]=[CH:19][CH:20]=[CH:21][CH:22]=2)=[CH2:16])[C:32]2[CH:33]=[CH:34][CH:35]=[CH:36][CH:37]=2)[CH:39]=[CH:40][CH:41]=[CH:42][CH:43]=1, predict the reactants needed to synthesize it. The reactants are: [CH3:1][C:2]1[CH:14]=[CH:13][C:5]([O:6][CH2:7]C2CCCN2)=[C:4]([C:15]([C:17]2[CH:22]=[CH:21][CH:20]=[CH:19][CH:18]=2)=[CH2:16])[CH:3]=1.C([N:25]([CH2:28][CH3:29])[CH2:26][CH3:27])C.Cl[P:31]([C:38]1[CH:43]=[CH:42][CH:41]=[CH:40][CH:39]=1)[C:32]1[CH:37]=[CH:36][CH:35]=[CH:34][CH:33]=1.CC(OC)(C)C.C1CCCCC1.C(NC(C)C)(C)C. (6) Given the product [CH:21]1([C:19]([N:16]2[CH2:17][CH2:18][C@@H:14]([CH2:13][N:12]3[C:11]4[CH:24]=[CH:25][CH:26]=[CH:27][C:10]=4[N:9]=[C:8]3[C:5]3[CH:6]=[CH:7][C:2]([C:34]4[CH:35]=[C:36]5[C:31]([CH:30]=[CH:29][NH:28]5)=[CH:32][CH:33]=4)=[CH:3][CH:4]=3)[CH2:15]2)=[O:20])[CH2:23][CH2:22]1, predict the reactants needed to synthesize it. The reactants are: Br[C:2]1[CH:7]=[CH:6][C:5]([C:8]2[N:12]([CH2:13][C@@H:14]3[CH2:18][CH2:17][N:16]([C:19]([CH:21]4[CH2:23][CH2:22]4)=[O:20])[CH2:15]3)[C:11]3[CH:24]=[CH:25][CH:26]=[CH:27][C:10]=3[N:9]=2)=[CH:4][CH:3]=1.[NH:28]1[C:36]2[C:31](=[CH:32][CH:33]=[C:34](B(O)O)[CH:35]=2)[CH:30]=[CH:29]1.C(=O)([O-])[O-].[Na+].[Na+].O. (7) Given the product [C:1]1([S:7]([CH2:10][C:11]2[C:16]([C:17]([O:19][CH2:20][CH3:21])=[O:18])=[C:15]([O:22][CH2:23][CH3:24])[C:14]([C:33]3[CH:37]=[CH:36][O:35][CH:34]=3)=[CH:13][CH:12]=2)(=[O:9])=[O:8])[CH:6]=[CH:5][CH:4]=[CH:3][CH:2]=1, predict the reactants needed to synthesize it. The reactants are: [C:1]1([S:7]([CH2:10][C:11]2[C:16]([C:17]([O:19][CH2:20][CH3:21])=[O:18])=[C:15]([O:22][CH2:23][CH2:24]NC(OC(C)(C)C)=O)[C:14]([C:33]3[CH:37]=[CH:36][O:35][CH:34]=3)=[CH:13][CH:12]=2)(=[O:9])=[O:8])[CH:6]=[CH:5][CH:4]=[CH:3][CH:2]=1.C1(S(CC2C(C(OCC)=O)=C(O)C(C3C=COC=3)=CC=2)(=O)=O)C=CC=CC=1.ICC.